Predict which catalyst facilitates the given reaction. From a dataset of Catalyst prediction with 721,799 reactions and 888 catalyst types from USPTO. (1) Reactant: [C:1]1([CH:17](O)[CH2:18][C:19]#[CH:20])[C:14]2[C:15]3=[C:16]4[C:11](=[CH:12][CH:13]=2)[CH:10]=[CH:9][CH:8]=[C:7]4[CH:6]=[CH:5][C:4]3=[CH:3][CH:2]=1.C=C=C.[SiH](CC)(CC)CC.B(F)(F)F.CCOCC. Product: [C:1]1([CH2:17][CH2:18][C:19]#[CH:20])[C:14]2[C:15]3=[C:16]4[C:11](=[CH:12][CH:13]=2)[CH:10]=[CH:9][CH:8]=[C:7]4[CH:6]=[CH:5][C:4]3=[CH:3][CH:2]=1. The catalyst class is: 326. (2) Reactant: [OH:1][C:2]1[CH:7]=[CH:6][C:5]([C:8]2[CH:13]=[CH:12][C:11]([C:14]#[N:15])=[C:10]([CH3:16])[CH:9]=2)=[CH:4][CH:3]=1.[Na+].[I-:18].[OH-].[Na+]. Product: [OH:1][C:2]1[CH:3]=[CH:4][C:5]([C:8]2[CH:13]=[CH:12][C:11]([C:14]#[N:15])=[C:10]([CH3:16])[CH:9]=2)=[CH:6][C:7]=1[I:18]. The catalyst class is: 5. (3) Reactant: [C:1]1([C:7]2[CH:11]=[C:10]([C:12]3[N:13]=[C:14]([NH:17][CH2:18][CH2:19][CH2:20][OH:21])[S:15][CH:16]=3)[O:9][N:8]=2)[CH:6]=[CH:5][CH:4]=[CH:3][CH:2]=1.C/C(/O[Si](C)(C)C)=N\[Si](C)(C)C.C(N(CC)C(C)C)(C)C.[S:43]1[CH:47]=[CH:46][CH:45]=[C:44]1[C:48](Cl)=[O:49]. Product: [OH:21][CH2:20][CH2:19][CH2:18][N:17]([C:14]1[S:15][CH:16]=[C:12]([C:10]2[O:9][N:8]=[C:7]([C:1]3[CH:2]=[CH:3][CH:4]=[CH:5][CH:6]=3)[CH:11]=2)[N:13]=1)[C:48]([C:44]1[S:43][CH:47]=[CH:46][CH:45]=1)=[O:49]. The catalyst class is: 22.